Task: Predict the reactants needed to synthesize the given product.. Dataset: Full USPTO retrosynthesis dataset with 1.9M reactions from patents (1976-2016) Given the product [Br:18][C:19]1[C:20]([CH3:36])=[N:21][O:22][C:23]=1[NH:24][S:25]([C:28]1[CH:32]=[CH:31][S:30][C:29]=1[C:33]([NH:35][S:1]([C:4]1[C:16]2[C:8](=[C:9]([N:10]([CH3:12])[CH3:11])[CH:13]=[CH:14][CH:15]=2)[CH:7]=[CH:6][CH:5]=1)(=[O:3])=[O:2])=[O:34])(=[O:27])=[O:26], predict the reactants needed to synthesize it. The reactants are: [S:1](Cl)([C:4]1[C:16]2[CH:15]=[CH:14][CH:13]=[C:9]([N:10]([CH3:12])[CH3:11])[C:8]=2[CH:7]=[CH:6][CH:5]=1)(=[O:3])=[O:2].[Br:18][C:19]1[C:20]([CH3:36])=[N:21][O:22][C:23]=1[NH:24][S:25]([C:28]1[CH:32]=[CH:31][S:30][C:29]=1[C:33]([NH2:35])=[O:34])(=[O:27])=[O:26].[H-].[Na+].